The task is: Predict which catalyst facilitates the given reaction.. This data is from Catalyst prediction with 721,799 reactions and 888 catalyst types from USPTO. (1) Reactant: [CH3:1][C:2]([C:4]1[CH:9]=[C:8]([O:10][CH3:11])[C:7]([O:12][CH3:13])=[C:6]([O:14][CH3:15])[CH:5]=1)=[O:3].[CH3:16][O:17][C:18]1[CH:19]=[C:20]([NH:28][C:29]2[N:36]=[CH:35][CH:34]=[CH:33][C:30]=2[CH:31]=O)[CH:21]=[C:22]([O:26][CH3:27])[C:23]=1[O:24][CH3:25].Cl. The catalyst class is: 5. Product: [CH3:15][O:14][C:6]1[CH:5]=[C:4]([C:2](=[O:3])/[CH:1]=[CH:31]/[C:30]2[C:29]([NH:28][C:20]3[CH:21]=[C:22]([O:26][CH3:27])[C:23]([O:24][CH3:25])=[C:18]([O:17][CH3:16])[CH:19]=3)=[N:36][CH:35]=[CH:34][CH:33]=2)[CH:9]=[C:8]([O:10][CH3:11])[C:7]=1[O:12][CH3:13]. (2) Reactant: [F:1][C:2]([F:13])([F:12])[CH:3]1[NH:8][CH:7]=[C:6]([C:9]([O-:11])=[O:10])[CH2:5][CH2:4]1.[SiH](CC)(CC)[CH2:15]C. Product: [F:13][C:2]([F:12])([F:1])[CH:3]1[NH:8][CH2:7][CH:6]([C:9]([O:11][CH3:15])=[O:10])[CH2:5][CH2:4]1. The catalyst class is: 67. (3) Reactant: C[Si]([I:5])(C)C.O[CH2:7][CH2:8][CH2:9][CH2:10][N:11]1[C:16](=[O:17])[CH:15]=[C:14]([NH:18][C:19]2[CH:24]=[CH:23][C:22]([CH3:25])=[C:21]([CH2:26][CH3:27])[CH:20]=2)[NH:13][C:12]1=[O:28].S([O-])([O-])=O.[Na+].[Na+]. Product: [I:5][CH2:7][CH2:8][CH2:9][CH2:10][N:11]1[C:16](=[O:17])[CH:15]=[C:14]([NH:18][C:19]2[CH:24]=[CH:23][C:22]([CH3:25])=[C:21]([CH2:26][CH3:27])[CH:20]=2)[NH:13][C:12]1=[O:28]. The catalyst class is: 22. (4) Reactant: [CH3:1][O:2][C:3]1[C:4]([O:23][CH3:24])=[CH:5][C:6]2[CH2:7][CH:8]3[CH2:22][NH:21][CH2:20][CH2:19][N:9]3[CH:10]([C:13]3[CH:18]=[CH:17][CH:16]=[CH:15][CH:14]=3)[C:11]=2[CH:12]=1.C(N(CC)CC)C.[CH2:32]([O:39][CH2:40][C:41](Cl)=[O:42])[C:33]1[CH:38]=[CH:37][CH:36]=[CH:35][CH:34]=1. Product: [CH3:1][O:2][C:3]1[C:4]([O:23][CH3:24])=[CH:5][C:6]2[CH2:7][CH:8]3[CH:22]([C:41](=[O:42])[CH2:40][O:39][CH2:32][C:33]4[CH:38]=[CH:37][CH:36]=[CH:35][CH:34]=4)[NH:21][CH2:20][CH2:19][N:9]3[CH:10]([C:13]3[CH:18]=[CH:17][CH:16]=[CH:15][CH:14]=3)[C:11]=2[CH:12]=1. The catalyst class is: 2. (5) Reactant: [C:1]1([C:32]2[CH:37]=[CH:36][CH:35]=[CH:34][CH:33]=2)[CH:6]=[CH:5][C:4]([CH2:7][CH2:8][C:9](=[O:31])[CH:10]([CH2:18][CH2:19][N:20]2[C:28](=[O:29])[C:27]3[C:22](=[CH:23][CH:24]=[CH:25][CH:26]=3)[C:21]2=[O:30])[C:11]([O:13][C:14]([CH3:17])([CH3:16])[CH3:15])=[O:12])=[CH:3][CH:2]=1.C1COCC1.[BH4-].[Na+]. Product: [C:1]1([C:32]2[CH:37]=[CH:36][CH:35]=[CH:34][CH:33]=2)[CH:6]=[CH:5][C:4]([CH2:7][CH2:8][CH:9]([OH:31])[CH:10]([CH2:18][CH2:19][N:20]2[C:21](=[O:30])[C:22]3[C:27](=[CH:26][CH:25]=[CH:24][CH:23]=3)[CH:28]2[OH:29])[C:11]([O:13][C:14]([CH3:15])([CH3:17])[CH3:16])=[O:12])=[CH:3][CH:2]=1. The catalyst class is: 5.